From a dataset of Catalyst prediction with 721,799 reactions and 888 catalyst types from USPTO. Predict which catalyst facilitates the given reaction. (1) Reactant: [C:1]([NH:4][C:5]1[S:6][C:7]([C:11]2[CH:12]=[C:13]([S:17](Cl)(=[O:19])=[O:18])[S:14][C:15]=2[Br:16])=[C:8]([CH3:10])[N:9]=1)(=[O:3])[CH3:2].[OH:21][CH:22]1[CH2:27][CH2:26][CH2:25][NH:24][CH2:23]1.CCN(C(C)C)C(C)C. Product: [Br:16][C:15]1[S:14][C:13]([S:17]([N:24]2[CH2:25][CH2:26][CH2:27][CH:22]([OH:21])[CH2:23]2)(=[O:19])=[O:18])=[CH:12][C:11]=1[C:7]1[S:6][C:5]([NH:4][C:1](=[O:3])[CH3:2])=[N:9][C:8]=1[CH3:10]. The catalyst class is: 2. (2) Reactant: [Br:1][C:2]1[CH:3]=[C:4]([CH2:8][OH:9])[CH:5]=[N:6][CH:7]=1.N1C=CN=C1.[CH:15]([Si:18](Cl)([CH:22]([CH3:24])[CH3:23])[CH:19]([CH3:21])[CH3:20])([CH3:17])[CH3:16]. Product: [Br:1][C:2]1[CH:7]=[N:6][CH:5]=[C:4]([CH2:8][O:9][Si:18]([CH:22]([CH3:24])[CH3:23])([CH:19]([CH3:21])[CH3:20])[CH:15]([CH3:17])[CH3:16])[CH:3]=1. The catalyst class is: 3.